This data is from Forward reaction prediction with 1.9M reactions from USPTO patents (1976-2016). The task is: Predict the product of the given reaction. (1) Given the reactants [F:1][C:2]1[CH:7]=[C:6]([C:8]([OH:11])([CH3:10])[CH3:9])[CH:5]=[CH:4][C:3]=1[C:12]1[S:16][C:15]([NH:17][C:18]2[CH:23]=[CH:22][CH:21]=[C:20]([CH:24]=O)[N:19]=2)=[C:14]([C:26]([NH2:28])=[O:27])[CH:13]=1.BrC1N=C(C[N:37]2[CH2:47][CH2:46][C:40]3([NH:44][C:43](=[O:45])[O:42][CH2:41]3)[CH2:39][CH2:38]2)C=CC=1, predict the reaction product. The product is: [F:1][C:2]1[CH:7]=[C:6]([C:8]([OH:11])([CH3:10])[CH3:9])[CH:5]=[CH:4][C:3]=1[C:12]1[S:16][C:15]([NH:17][C:18]2[CH:23]=[CH:22][CH:21]=[C:20]([CH2:24][N:37]3[CH2:38][CH2:39][C:40]4([NH:44][C:43](=[O:45])[O:42][CH2:41]4)[CH2:46][CH2:47]3)[N:19]=2)=[C:14]([C:26]([NH2:28])=[O:27])[CH:13]=1. (2) Given the reactants [F:1][C:2]1[C:7]([F:8])=[CH:6][CH:5]=[CH:4][C:3]=1[CH3:9].[Br:10]Br, predict the reaction product. The product is: [Br:10][C:4]1[CH:5]=[CH:6][C:7]([F:8])=[C:2]([F:1])[C:3]=1[CH3:9]. (3) Given the reactants Br[C:2]1[C:3]([O:16][CH3:17])=[C:4]([C:12]([O:14][CH3:15])=[O:13])[C:5]2[N:6]=[CH:7][CH:8]=[N:9][C:10]=2[CH:11]=1.C([Sn](CCCC)(CCCC)[C:23]1[O:24][CH:25]=[CH:26][N:27]=1)CCC, predict the reaction product. The product is: [CH3:17][O:16][C:3]1[C:2]([C:23]2[O:24][CH:25]=[CH:26][N:27]=2)=[CH:11][C:10]2[N:9]=[CH:8][CH:7]=[N:6][C:5]=2[C:4]=1[C:12]([O:14][CH3:15])=[O:13]. (4) Given the reactants [C:1]1([CH2:7][CH2:8][CH2:9][NH:10][C@H:11]2[CH2:16][CH2:15][C@H:14]([C:17]3[CH:22]=[CH:21][C:20]([OH:23])=[CH:19][CH:18]=3)[CH2:13][CH2:12]2)[CH:6]=[CH:5][CH:4]=[CH:3][CH:2]=1.Cl[C:25]([O:27][CH3:28])=[O:26], predict the reaction product. The product is: [CH3:28][O:27][C:25](=[O:26])[N:10]([C@H:11]1[CH2:12][CH2:13][C@H:14]([C:17]2[CH:18]=[CH:19][C:20]([OH:23])=[CH:21][CH:22]=2)[CH2:15][CH2:16]1)[CH2:9][CH2:8][CH2:7][C:1]1[CH:2]=[CH:3][CH:4]=[CH:5][CH:6]=1. (5) Given the reactants [CH:1]([C:4]1[C:9]([C:10]([OH:12])=O)=[C:8]([CH3:13])[CH:7]=[C:6]([N:14]2[CH2:19][CH2:18][O:17][CH2:16][CH2:15]2)[N:5]=1)([CH3:3])[CH3:2].C(N(CC)CC)C.[NH2:27][CH2:28][CH2:29][CH:30]([OH:35])[C:31]([CH3:34])([CH3:33])[CH3:32], predict the reaction product. The product is: [OH:35][CH:30]([C:31]([CH3:34])([CH3:33])[CH3:32])[CH2:29][CH2:28][NH:27][C:10]([C:9]1[C:4]([CH:1]([CH3:2])[CH3:3])=[N:5][C:6]([N:14]2[CH2:19][CH2:18][O:17][CH2:16][CH2:15]2)=[CH:7][C:8]=1[CH3:13])=[O:12]. (6) Given the reactants [Br:1][C:2]1[N:6]2[C:7]3[C:12]([N:13]=[C:14]([CH3:15])[C:5]2=[C:4]([CH3:18])[N:3]=1)=[C:11]([F:16])[CH:10]=[C:9]([F:17])[CH:8]=3.[CH3:19][OH:20], predict the reaction product. The product is: [F:16][C:11]1[CH:10]=[C:9]([F:17])[CH:8]=[C:7]2[C:12]=1[N:13]=[C:14]([CH3:15])[C:5]1[N:6]2[C:2]([O:20][CH3:19])=[N:3][C:4]=1[CH3:18].[Br:1][C:2]1[N:6]2[C:7]3[C:12]([N:13]=[C:14]([CH3:15])[C:5]2=[C:4]([CH3:18])[N:3]=1)=[C:11]([F:16])[CH:10]=[C:9]([F:17])[CH:8]=3. (7) Given the reactants [CH:1]1([C:4]2[CH:5]=[CH:6][C:7]([C:15]([OH:17])=O)=[N:8][C:9]=2[O:10][CH2:11][CH:12]2[CH2:14][CH2:13]2)[CH2:3][CH2:2]1.[NH2:18][C@H:19]1[CH2:24][CH2:23][CH2:22][CH2:21][C@H:20]1[C:25]([NH2:27])=[O:26], predict the reaction product. The product is: [C:25]([C@@H:20]1[CH2:21][CH2:22][CH2:23][CH2:24][C@@H:19]1[NH:18][C:15]([C:7]1[CH:6]=[CH:5][C:4]([CH:1]2[CH2:2][CH2:3]2)=[C:9]([O:10][CH2:11][CH:12]2[CH2:13][CH2:14]2)[N:8]=1)=[O:17])(=[O:26])[NH2:27]. (8) Given the reactants CS(O[CH2:6][C:7]1[C:12]([F:13])=[CH:11][C:10]([Br:14])=[CH:9][C:8]=1[F:15])(=O)=O.[Li+].[Br-:17], predict the reaction product. The product is: [Br:14][C:10]1[CH:9]=[C:8]([F:15])[C:7]([CH2:6][Br:17])=[C:12]([F:13])[CH:11]=1.